From a dataset of Choline transporter screen with 302,306 compounds. Binary Classification. Given a drug SMILES string, predict its activity (active/inactive) in a high-throughput screening assay against a specified biological target. (1) The result is 0 (inactive). The molecule is O=C(NC1CC1)c1c(O)c2c(n(c1=O)CC=C)cc(OC)c(OC)c2. (2) The compound is Brc1cc(C(=O)NCC(=O)n2nc(cc2C)C)ccc1. The result is 0 (inactive). (3) The result is 0 (inactive). The compound is Clc1c(cc([N+]([O-])=O)cc1)C(=O)NNC(=O)c1sccc1. (4) The drug is O(C(=O)c1c(n(c2c1cc(O)cc2)c1ccc(OCC)cc1)C)C. The result is 0 (inactive). (5) The compound is O(C(=O)c1c(n(nc1)c1ncccc1)N)CC. The result is 0 (inactive).